This data is from Full USPTO retrosynthesis dataset with 1.9M reactions from patents (1976-2016). The task is: Predict the reactants needed to synthesize the given product. (1) Given the product [CH3:18][N:19]([CH3:21])[CH:20]=[CH:4][C:3](=[O:5])[C:2]([OH:1])([C:7]1[O:11][N:10]=[C:9]([CH3:12])[N:8]=1)[CH3:6], predict the reactants needed to synthesize it. The reactants are: [OH:1][C:2]([C:7]1[O:11][N:10]=[C:9]([CH3:12])[N:8]=1)([CH3:6])[C:3](=[O:5])[CH3:4].C(O[CH:18](N(C)C)[N:19]([CH3:21])[CH3:20])(C)(C)C. (2) Given the product [Cl:15][C:11]1[C:10]([N+:16]([O-:18])=[O:17])=[C:9]2[C:14]([C:5]([O:2][CH3:1])=[CH:6][CH:7]=[N:8]2)=[CH:13][CH:12]=1, predict the reactants needed to synthesize it. The reactants are: [CH3:1][O-:2].[Na+].Cl[C:5]1[C:14]2[C:9](=[C:10]([N+:16]([O-:18])=[O:17])[C:11]([Cl:15])=[CH:12][CH:13]=2)[N:8]=[CH:7][CH:6]=1. (3) The reactants are: [C:1]1([C:20]2[CH:25]=[CH:24][CH:23]=[CH:22][CH:21]=2)[CH:6]=[CH:5][C:4]([CH2:7][C@H:8]2[N:12]([C:13](=[O:18])[C:14]([CH3:17])([CH3:16])[CH3:15])[C:11](=[O:19])[CH2:10][CH2:9]2)=[CH:3][CH:2]=1.C[Si]([N-][Si](C)(C)C)(C)C.[Na+].[O:36]1CN1. Given the product [C:1]1([C:20]2[CH:21]=[CH:22][CH:23]=[CH:24][CH:25]=2)[CH:2]=[CH:3][C:4]([CH2:7][C@H:8]2[N:12]([C:13](=[O:18])[C:14]([CH3:16])([CH3:17])[CH3:15])[C:11](=[O:19])[C@H:10]([OH:36])[CH2:9]2)=[CH:5][CH:6]=1, predict the reactants needed to synthesize it.